This data is from Catalyst prediction with 721,799 reactions and 888 catalyst types from USPTO. The task is: Predict which catalyst facilitates the given reaction. (1) Reactant: C(=O)([O-])[O-].[K+].[K+].CN(C)C=O.[OH:12][C:13]1[C:25]2[C:24]3[C:19](=[CH:20][CH:21]=[CH:22][CH:23]=3)[NH:18][C:17]=2[CH:16]=[CH:15][CH:14]=1.[CH2:26](Br)[CH:27]=[CH2:28]. Product: [CH2:28]([O:12][C:13]1[C:25]2[C:24]3[C:19](=[CH:20][CH:21]=[CH:22][CH:23]=3)[NH:18][C:17]=2[CH:16]=[CH:15][CH:14]=1)[CH:27]=[CH2:26]. The catalyst class is: 6. (2) Reactant: B(Br)(Br)Br.[CH2:5]([NH:7][C:8](=[O:10])[O-:9])[CH3:6].C[O:12][C:13]1[CH:14]=[CH:15][C:16]2[CH:17]([CH3:25])[CH:18]3[CH2:22][NH:21][CH2:20][CH:19]3[C:23]=2[CH:24]=1. Product: [CH2:5]([NH:7][C:8](=[O:9])[O-:10])[CH3:6].[OH:12][C:13]1[CH:14]=[CH:15][C:16]2[CH:17]([CH3:25])[CH:18]3[CH2:22][NH:21][CH2:20][CH:19]3[C:23]=2[CH:24]=1. The catalyst class is: 2. (3) Reactant: [CH3:1][C:2]1([CH3:8])[NH:6][C:5](=[O:7])[CH2:4][CH2:3]1.[Li+].C[Si]([N-][Si](C)(C)C)(C)C.[C:19](O[C:19]([O:21][C:22]([CH3:25])([CH3:24])[CH3:23])=[O:20])([O:21][C:22]([CH3:25])([CH3:24])[CH3:23])=[O:20]. Product: [CH3:1][C:2]1([CH3:8])[CH2:3][CH2:4][C:5](=[O:7])[N:6]1[C:19]([O:21][C:22]([CH3:25])([CH3:24])[CH3:23])=[O:20]. The catalyst class is: 1.